From a dataset of Full USPTO retrosynthesis dataset with 1.9M reactions from patents (1976-2016). Predict the reactants needed to synthesize the given product. (1) Given the product [Cl:1][C:2]1[CH:3]=[C:4]([CH:5]=[CH:6][C:7]=1[Cl:8])[O:9][C:11]1[CH:21]=[CH:20][C:14]([C:15]([O:17][CH2:18][CH3:19])=[O:16])=[CH:13][CH:12]=1, predict the reactants needed to synthesize it. The reactants are: [Cl:1][C:2]1[CH:3]=[C:4]([OH:9])[CH:5]=[CH:6][C:7]=1[Cl:8].F[C:11]1[CH:21]=[CH:20][C:14]([C:15]([O:17][CH2:18][CH3:19])=[O:16])=[CH:13][CH:12]=1.C([O-])([O-])=O.[Cs+].[Cs+]. (2) Given the product [NH:29]([C:13]([C:11]1[CH:12]=[C:6]2[C:5]([NH:16][C@@H:17]([C:19]3([CH3:22])[CH2:20][CH2:21]3)[CH3:18])=[C:4]([C:1]([NH2:2])=[O:3])[CH:9]=[N:8][N:7]2[CH:10]=1)=[O:14])[NH2:30], predict the reactants needed to synthesize it. The reactants are: [C:1]([C:4]1[CH:9]=[N:8][N:7]2[CH:10]=[C:11]([C:13](O)=[O:14])[CH:12]=[C:6]2[C:5]=1[NH:16][C@@H:17]([C:19]1([CH3:22])[CH2:21][CH2:20]1)[CH3:18])(=[O:3])[NH2:2].C1C=CC2N(O)[N:30]=[N:29]C=2C=1.C(Cl)CCl.NN.